From a dataset of Forward reaction prediction with 1.9M reactions from USPTO patents (1976-2016). Predict the product of the given reaction. Given the reactants C[O:2][C:3]1[C:4]([C:21]2[N:26]=[N:25][C:24]([N:27]([CH3:38])[CH:28]3[CH2:33][C:32]([CH3:35])([CH3:34])[NH:31][C:30]([CH3:37])([CH3:36])[CH2:29]3)=[CH:23][CH:22]=2)=[CH:5][C:6]2[N:10]=[C:9]([CH3:11])[N:8](COCC[Si](C)(C)C)[C:7]=2[CH:20]=1.B(Br)(Br)Br, predict the reaction product. The product is: [CH3:11][C:9]1[NH:8][C:7]2[CH:20]=[C:3]([OH:2])[C:4]([C:21]3[N:26]=[N:25][C:24]([N:27]([CH3:38])[CH:28]4[CH2:33][C:32]([CH3:35])([CH3:34])[NH:31][C:30]([CH3:37])([CH3:36])[CH2:29]4)=[CH:23][CH:22]=3)=[CH:5][C:6]=2[N:10]=1.